This data is from Forward reaction prediction with 1.9M reactions from USPTO patents (1976-2016). The task is: Predict the product of the given reaction. The product is: [F:14][C:12]1[CH:11]=[CH:10][C:9]([CH3:15])=[C:8]2[C:13]=1[C:5]([C:3]([OH:4])=[O:2])=[CH:6][N:7]2[CH2:16][CH2:17][O:18][C:19]([F:22])([F:21])[F:20]. Given the reactants C[O:2][C:3]([C:5]1[C:13]2[C:8](=[C:9]([CH3:15])[CH:10]=[CH:11][C:12]=2[F:14])[N:7]([CH2:16][CH2:17][O:18][C:19]([F:22])([F:21])[F:20])[CH:6]=1)=[O:4], predict the reaction product.